This data is from Full USPTO retrosynthesis dataset with 1.9M reactions from patents (1976-2016). The task is: Predict the reactants needed to synthesize the given product. (1) The reactants are: [CH2:1]([Mg]Br)[CH3:2].[CH2:5]([N:12]([CH2:28][C:29]1[CH:34]=[CH:33][CH:32]=[CH:31][CH:30]=1)[C:13]([CH:15]1[CH2:19][CH2:18][N:17]([C@H:20]([C:22]2[CH:27]=[CH:26][CH:25]=[CH:24][CH:23]=2)[CH3:21])[CH2:16]1)=O)[C:6]1[CH:11]=[CH:10][CH:9]=[CH:8][CH:7]=1. Given the product [CH2:5]([N:12]([CH2:28][C:29]1[CH:34]=[CH:33][CH:32]=[CH:31][CH:30]=1)[C:13]1([C@@H:15]2[CH2:19][CH2:18][N:17]([C@H:20]([C:22]3[CH:27]=[CH:26][CH:25]=[CH:24][CH:23]=3)[CH3:21])[CH2:16]2)[CH2:2][CH2:1]1)[C:6]1[CH:11]=[CH:10][CH:9]=[CH:8][CH:7]=1, predict the reactants needed to synthesize it. (2) The reactants are: [C:9](O[C:9]([O:11][C:12]([CH3:15])([CH3:14])[CH3:13])=[O:10])([O:11][C:12]([CH3:15])([CH3:14])[CH3:13])=[O:10].Cl.[C:17]1([C:23]2([C:29](=[O:32])[CH2:30][CH3:31])[CH2:28][CH2:27][NH:26][CH2:25][CH2:24]2)[CH:22]=[CH:21][CH:20]=[CH:19][CH:18]=1.C(N(CC)CC)C.O. Given the product [C:17]1([C:23]2([C:29](=[O:32])[CH2:30][CH3:31])[CH2:24][CH2:25][N:26]([C:9]([O:11][C:12]([CH3:13])([CH3:14])[CH3:15])=[O:10])[CH2:27][CH2:28]2)[CH:18]=[CH:19][CH:20]=[CH:21][CH:22]=1, predict the reactants needed to synthesize it. (3) Given the product [CH2:1]([N:8]1[CH:9]([CH3:19])[CH2:10][C:11](=[O:13])[CH2:12]1)[C:2]1[CH:3]=[CH:4][CH:5]=[CH:6][CH:7]=1, predict the reactants needed to synthesize it. The reactants are: [CH2:1]([N:8]1[CH2:12][C:11](=[O:13])[CH:10](C(OCC)=O)[CH:9]1[CH3:19])[C:2]1[CH:7]=[CH:6][CH:5]=[CH:4][CH:3]=1.C(=O)([O-])[O-].[Na+].[Na+]. (4) Given the product [OH:16][CH2:15][C@@H:14]1[C@@H:10]([OH:9])[C@@H:11]([OH:17])[CH:12]=[CH:13]1, predict the reactants needed to synthesize it. The reactants are: C([O:9][C@@H:10]1[C@@H:14]([CH2:15][OH:16])[CH:13]=[CH:12][C@@H:11]1[O:17]C(=O)C1C=CC=CC=1)(=O)C1C=CC=CC=1.C[O-].[Na+]. (5) Given the product [CH2:22]([NH:24][C:2]1[C:3]2[CH:11]=[CH:10][N:9]([S:12]([C:15]3[CH:20]=[CH:19][C:18]([CH3:21])=[CH:17][CH:16]=3)(=[O:14])=[O:13])[C:4]=2[N:5]=[C:6]([I:8])[N:7]=1)[CH3:23], predict the reactants needed to synthesize it. The reactants are: Cl[C:2]1[C:3]2[CH:11]=[CH:10][N:9]([S:12]([C:15]3[CH:20]=[CH:19][C:18]([CH3:21])=[CH:17][CH:16]=3)(=[O:14])=[O:13])[C:4]=2[N:5]=[C:6]([I:8])[N:7]=1.[CH2:22]([NH2:24])[CH3:23].CCN(C(C)C)C(C)C. (6) Given the product [C:10]([O:1][C:2]1[CH:3]=[C:4]([CH:7]=[CH:8][CH:9]=1)[CH:5]=[O:6])([CH3:13])([CH3:12])[CH3:11], predict the reactants needed to synthesize it. The reactants are: [OH:1][C:2]1[CH:3]=[C:4]([CH:7]=[CH:8][CH:9]=1)[CH:5]=[O:6].[C:10](OC(=N)C(Cl)(Cl)Cl)([CH3:13])([CH3:12])[CH3:11].B(F)(F)F.CCOCC.C(=O)(O)[O-].[Na+]. (7) Given the product [OH:13][C:9]1[CH:8]=[CH:7][CH:6]=[C:5]([O:4][CH3:3])[C:10]=1[CH2:11][CH2:12][OH:14], predict the reactants needed to synthesize it. The reactants are: [BH4-].[Na+].[CH3:3][O:4][C:5]1[C:10]2[CH2:11][C:12](=[O:14])[O:13][C:9]=2[CH:8]=[CH:7][CH:6]=1.S(=O)(=O)(O)O.CO.C(OC(C)C)(=O)C. (8) Given the product [CH3:31][C:28]1[CH:27]=[C:26]([CH2:25][NH:24][C:20]2[N:21]=[C:22]([NH:1][C:2]3[CH:3]=[C:4]([CH2:7][CH2:8][C:9]4[CH:10]=[C:11]([CH:14]=[CH:15][CH:16]=4)[C:12]#[N:13])[NH:5][N:6]=3)[CH:23]=[CH:18][N:19]=2)[O:30][N:29]=1, predict the reactants needed to synthesize it. The reactants are: [NH2:1][C:2]1[CH:3]=[C:4]([CH2:7][CH2:8][C:9]2[CH:10]=[C:11]([CH:14]=[CH:15][CH:16]=2)[C:12]#[N:13])[NH:5][N:6]=1.Cl[C:18]1[CH:23]=[CH:22][N:21]=[C:20]([NH:24][CH2:25][C:26]2[O:30][N:29]=[C:28]([CH3:31])[CH:27]=2)[N:19]=1. (9) Given the product [Br:1][C:2]1[CH:7]=[CH:6][CH:5]=[CH:4][C:3]=1[C:8](=[O:12])[C:9]([O:11][CH2:17][CH3:18])=[O:10], predict the reactants needed to synthesize it. The reactants are: [Br:1][C:2]1[CH:7]=[CH:6][CH:5]=[CH:4][C:3]=1[C:8](=[O:12])[C:9]([OH:11])=[O:10].S(Cl)(Cl)=O.[CH2:17](O)[CH3:18]. (10) Given the product [O:42]=[S:41]1(=[O:34])[CH2:43][CH2:22][CH:17]([N:12]2[C:13](=[O:16])[C:14]([OH:15])=[C:9]3[C:8](=[O:26])[N:7]([CH2:6][C:5]4[CH:27]=[CH:28][C:2]([F:1])=[CH:3][CH:4]=4)[CH2:25][CH2:24][N:10]3[C:11]2=[O:23])[CH2:18][CH2:40]1, predict the reactants needed to synthesize it. The reactants are: [F:1][C:2]1[CH:28]=[CH:27][C:5]([CH2:6][N:7]2[CH2:25][CH2:24][N:10]3[C:11](=[O:23])[N:12]([CH:17]4[CH2:22]CSC[CH2:18]4)[C:13](=[O:16])[C:14]([OH:15])=[C:9]3[C:8]2=[O:26])=[CH:4][CH:3]=1.ClC1C=C(C=CC=1)C(OO)=[O:34].[CH3:40][S:41]([CH3:43])=[O:42].